From a dataset of Full USPTO retrosynthesis dataset with 1.9M reactions from patents (1976-2016). Predict the reactants needed to synthesize the given product. (1) The reactants are: [Cl:1][C:2]1[CH:10]=[CH:9][CH:8]=[C:7]([N+:11]([O-:13])=[O:12])[C:3]=1[C:4]([OH:6])=O.O=S(Cl)Cl.[F:18][C:19]1[CH:20]=[C:21]([CH:23]=[CH:24][CH:25]=1)[NH2:22].C([O-])(O)=O.[Na+]. Given the product [Cl:1][C:2]1[CH:10]=[CH:9][CH:8]=[C:7]([N+:11]([O-:13])=[O:12])[C:3]=1[C:4]([NH:22][C:21]1[CH:23]=[CH:24][CH:25]=[C:19]([F:18])[CH:20]=1)=[O:6], predict the reactants needed to synthesize it. (2) Given the product [CH:33]1([NH:32][C:30](=[O:31])[C:29]2[CH:36]=[CH:37][C:38]([F:39])=[C:27]([CH2:7][CH2:6][CH2:5][CH:4]([O:8][CH2:9][CH3:10])[O:3][CH2:1][CH3:2])[CH:28]=2)[CH2:34][CH2:35]1, predict the reactants needed to synthesize it. The reactants are: [CH2:1]([O:3][CH:4]([O:8][CH2:9][CH3:10])[CH2:5][CH:6]=[CH2:7])[CH3:2].B1C2CCCC1CCC2.C([O-])([O-])=O.[Na+].[Na+].Br[C:27]1[CH:28]=[C:29]([CH:36]=[CH:37][C:38]=1[F:39])[C:30]([NH:32][CH:33]1[CH2:35][CH2:34]1)=[O:31]. (3) Given the product [ClH:1].[O:20]=[C:11]1[CH:12]([C:15]([O:17][CH2:18][CH3:19])=[O:16])[CH2:13][CH2:14][NH:9][CH2:10]1, predict the reactants needed to synthesize it. The reactants are: [ClH:1].C([N:9]1[CH2:14][CH2:13][CH:12]([C:15]([O:17][CH2:18][CH3:19])=[O:16])[C:11](=[O:20])[CH2:10]1)C1C=CC=CC=1.